This data is from Full USPTO retrosynthesis dataset with 1.9M reactions from patents (1976-2016). The task is: Predict the reactants needed to synthesize the given product. (1) Given the product [Br-:29].[C:2]([O:7][CH2:8][CH2:9][N+:10]([CH2:13][CH2:14][CH2:15][CH2:16][CH2:17][CH2:18][CH2:19][CH2:20][CH2:21][CH2:22][CH2:23][CH2:24][CH2:25][CH2:26][CH2:27][CH3:28])([CH3:12])[CH3:11])(=[O:6])[C:3]([CH3:5])=[CH2:4], predict the reactants needed to synthesize it. The reactants are: [Cl-].[C:2]([O:7][CH2:8][CH2:9][N+:10]([CH2:13][CH2:14][CH2:15][CH2:16][CH2:17][CH2:18][CH2:19][CH2:20][CH2:21][CH2:22][CH2:23][CH2:24][CH2:25][CH2:26][CH2:27][CH3:28])([CH3:12])[CH3:11])(=[O:6])[C:3]([CH3:5])=[CH2:4].[Br:29]CCCCCCCCCCCCCCCC.C1(C=CC(O)=CC=1)O. (2) Given the product [C:3]1([C:9]2[C:19]([CH2:20][C:21]3[N:26]=[C:25]([C:27]([OH:29])=[O:28])[CH:24]=[CH:23][CH:22]=3)=[C:12]3[CH:13]=[CH:14][C:15]([CH:17]=[CH2:18])=[CH:16][N:11]3[N:10]=2)[CH:4]=[CH:5][CH:6]=[CH:7][CH:8]=1, predict the reactants needed to synthesize it. The reactants are: [OH-].[K+].[C:3]1([C:9]2[C:19]([CH2:20][C:21]3[N:26]=[C:25]([C:27]([O:29]C)=[O:28])[CH:24]=[CH:23][CH:22]=3)=[C:12]3[CH:13]=[CH:14][C:15]([CH:17]=[CH2:18])=[CH:16][N:11]3[N:10]=2)[CH:8]=[CH:7][CH:6]=[CH:5][CH:4]=1.Cl. (3) Given the product [Cl:1][C:2]1[CH:3]=[C:4]([C:9](=[C:23]2[CH2:24][C:25]([CH3:32])([CH3:31])[CH2:26][C:27]([CH3:30])([CH3:29])[CH2:28]2)[C:10]2[CH:15]=[CH:14][C:13](/[CH:16]=[CH:17]/[C:18]([OH:20])=[O:19])=[CH:12][CH:11]=2)[CH:5]=[CH:6][C:7]=1[OH:8], predict the reactants needed to synthesize it. The reactants are: [Cl:1][C:2]1[CH:3]=[C:4]([C:9](=[C:23]2[CH2:28][C:27]([CH3:30])([CH3:29])[CH2:26][C:25]([CH3:32])([CH3:31])[CH2:24]2)[C:10]2[CH:15]=[CH:14][C:13](/[CH:16]=[CH:17]/[C:18]([O:20]CC)=[O:19])=[CH:12][CH:11]=2)[CH:5]=[CH:6][C:7]=1[OH:8].[OH-].[Na+].Cl.